Regression. Given a peptide amino acid sequence and an MHC pseudo amino acid sequence, predict their binding affinity value. This is MHC class I binding data. From a dataset of Peptide-MHC class I binding affinity with 185,985 pairs from IEDB/IMGT. The peptide sequence is EGAGIDDPV. The MHC is HLA-A02:12 with pseudo-sequence HLA-A02:12. The binding affinity (normalized) is 0.0847.